This data is from NCI-60 drug combinations with 297,098 pairs across 59 cell lines. The task is: Regression. Given two drug SMILES strings and cell line genomic features, predict the synergy score measuring deviation from expected non-interaction effect. (1) Drug 1: C1=CC(=CC=C1C#N)C(C2=CC=C(C=C2)C#N)N3C=NC=N3. Drug 2: CC1=CC=C(C=C1)C2=CC(=NN2C3=CC=C(C=C3)S(=O)(=O)N)C(F)(F)F. Cell line: RPMI-8226. Synergy scores: CSS=1.12, Synergy_ZIP=0.762, Synergy_Bliss=-0.442, Synergy_Loewe=-2.88, Synergy_HSA=-3.69. (2) Drug 1: C1=NC2=C(N1)C(=S)N=CN2. Drug 2: N.N.Cl[Pt+2]Cl. Cell line: HCT116. Synergy scores: CSS=66.4, Synergy_ZIP=-2.55, Synergy_Bliss=-5.45, Synergy_Loewe=-6.34, Synergy_HSA=0.552. (3) Drug 1: CC1C(C(CC(O1)OC2CC(CC3=C2C(=C4C(=C3O)C(=O)C5=C(C4=O)C(=CC=C5)OC)O)(C(=O)C)O)N)O.Cl. Drug 2: C1=NC2=C(N1)C(=S)N=CN2. Cell line: HL-60(TB). Synergy scores: CSS=52.4, Synergy_ZIP=-5.27, Synergy_Bliss=-6.62, Synergy_Loewe=-22.7, Synergy_HSA=-6.14. (4) Drug 1: C1C(C(OC1N2C=NC3=C(N=C(N=C32)Cl)N)CO)O. Drug 2: CN1C(=O)N2C=NC(=C2N=N1)C(=O)N. Cell line: KM12. Synergy scores: CSS=18.4, Synergy_ZIP=-8.82, Synergy_Bliss=-7.61, Synergy_Loewe=-4.84, Synergy_HSA=-4.45. (5) Synergy scores: CSS=39.8, Synergy_ZIP=-4.74, Synergy_Bliss=2.74, Synergy_Loewe=3.50, Synergy_HSA=3.73. Drug 2: C1C(C(OC1N2C=NC(=NC2=O)N)CO)O. Drug 1: C1=CN(C(=O)N=C1N)C2C(C(C(O2)CO)O)O.Cl. Cell line: BT-549. (6) Drug 1: CC1CCC2CC(C(=CC=CC=CC(CC(C(=O)C(C(C(=CC(C(=O)CC(OC(=O)C3CCCCN3C(=O)C(=O)C1(O2)O)C(C)CC4CCC(C(C4)OC)O)C)C)O)OC)C)C)C)OC. Drug 2: CC12CCC3C(C1CCC2O)C(CC4=C3C=CC(=C4)O)CCCCCCCCCS(=O)CCCC(C(F)(F)F)(F)F. Cell line: T-47D. Synergy scores: CSS=10.2, Synergy_ZIP=5.89, Synergy_Bliss=11.2, Synergy_Loewe=0.422, Synergy_HSA=2.02. (7) Drug 1: C1=C(C(=O)NC(=O)N1)N(CCCl)CCCl. Drug 2: C1=CN(C=N1)CC(O)(P(=O)(O)O)P(=O)(O)O. Cell line: T-47D. Synergy scores: CSS=3.74, Synergy_ZIP=-8.25, Synergy_Bliss=-16.2, Synergy_Loewe=-20.4, Synergy_HSA=-15.8.